This data is from Forward reaction prediction with 1.9M reactions from USPTO patents (1976-2016). The task is: Predict the product of the given reaction. (1) The product is: [Cl:1][C:2]1[N:7]=[C:6]([CH3:27])[N:5]=[C:4]([C:8]([NH:10][C:11]2[CH:16]=[CH:15][CH:14]=[CH:13][C:12]=2[C:17]2[S:18][C:19]3[C:24]([N:25]=2)=[CH:23][CH:22]=[CH:21][N:20]=3)=[O:9])[CH:3]=1. Given the reactants [Cl:1][C:2]1[N:7]=[CH:6][N:5]=[C:4]([C:8]([NH:10][C:11]2[CH:16]=[CH:15][CH:14]=[CH:13][C:12]=2[C:17]2[S:18][C:19]3[C:24]([N:25]=2)=[CH:23][CH:22]=[CH:21][N:20]=3)=[O:9])[CH:3]=1.Cl[C:27]1N=C(C)N=C(C(Cl)=O)C=1, predict the reaction product. (2) Given the reactants [CH2:1]([N:8]1[CH2:14][CH:13]([CH3:15])[C:12](=[O:16])[NH:11][C:10]2[CH:17]=[N:18][C:19]([Cl:21])=[N:20][C:9]1=2)[C:2]1[CH:7]=[CH:6][CH:5]=[CH:4][CH:3]=1.I[CH3:23].[H-].[Na+], predict the reaction product. The product is: [CH2:1]([N:8]1[CH2:14][CH:13]([CH3:15])[C:12](=[O:16])[N:11]([CH3:23])[C:10]2[CH:17]=[N:18][C:19]([Cl:21])=[N:20][C:9]1=2)[C:2]1[CH:3]=[CH:4][CH:5]=[CH:6][CH:7]=1. (3) Given the reactants [CH3:1][O:2][C:3](=[O:24])[CH2:4][CH2:5][CH2:6][CH2:7][CH2:8][O:9][C:10]1[CH:15]=[CH:14][C:13]([NH2:16])=[C:12]([NH:17][C:18]2[CH:23]=[CH:22][CH:21]=[CH:20][CH:19]=2)[CH:11]=1.[C:25](=S)=[S:26].C(=O)(O)[O-].[Na+], predict the reaction product. The product is: [CH3:1][O:2][C:3](=[O:24])[CH2:4][CH2:5][CH2:6][CH2:7][CH2:8][O:9][C:10]1[CH:15]=[CH:14][C:13]2[N:16]=[C:25]([SH:26])[N:17]([C:18]3[CH:19]=[CH:20][CH:21]=[CH:22][CH:23]=3)[C:12]=2[CH:11]=1. (4) Given the reactants [CH2:1]([N:3]1[C:15]2[CH:14]=[N:13][C:12]([CH2:16][OH:17])=[CH:11][C:10]=2[C:9]2[C:4]1=[CH:5][CH:6]=[CH:7][CH:8]=2)[CH3:2], predict the reaction product. The product is: [CH2:1]([N:3]1[C:15]2[CH:14]=[N:13][C:12]([CH:16]=[O:17])=[CH:11][C:10]=2[C:9]2[C:4]1=[CH:5][CH:6]=[CH:7][CH:8]=2)[CH3:2]. (5) The product is: [C@H:1]1([N:10]([CH2:11]/[CH:12]=[CH:13]/[C:14]2[CH:15]=[C:16]3[CH2:38][C@@:21]4([C:29]5[C:24](=[N:25][CH:26]=[CH:27][CH:28]=5)[NH:23][C:22]4=[O:37])[CH2:20][C:17]3=[N:18][CH:19]=2)[C:39](=[O:45])[C:40]([CH3:44])([CH3:43])[CH2:41][F:42])[C:9]2[C:4](=[CH:5][CH:6]=[CH:7][CH:8]=2)[CH2:3][CH2:2]1. Given the reactants [C@H:1]1([N:10]([C:39](=[O:45])[C:40]([CH3:44])([CH3:43])[CH2:41][F:42])[CH2:11]/[CH:12]=[CH:13]/[C:14]2[CH:15]=[C:16]3[CH2:38][C@@:21]4([C:29]5[C:24](=[N:25][CH:26]=[CH:27][CH:28]=5)[N:23](C(OC(C)(C)C)=O)[C:22]4=[O:37])[CH2:20][C:17]3=[N:18][CH:19]=2)[C:9]2[C:4](=[CH:5][CH:6]=[CH:7][CH:8]=2)[CH2:3][CH2:2]1.Cl.[OH-].[Na+], predict the reaction product. (6) Given the reactants [Cl:1][C:2]1[C:21](I)=[CH:20][C:5]([C:6]([NH:8][C:9]2[CH:14]=[CH:13][C:12]([O:15][C:16]([Cl:19])([F:18])[F:17])=[CH:11][CH:10]=2)=[O:7])=[CH:4][N:3]=1.C(OC([N:30]1[C:34]([C:35](=[O:39])[N:36]([CH3:38])[CH3:37])=[CH:33][CH:32]=[C:31]1B(O)O)=O)(C)(C)C.C([O-])([O-])=O.[Na+].[Na+].O, predict the reaction product. The product is: [Cl:1][C:2]1[C:21]([C:31]2[NH:30][C:34]([C:35](=[O:39])[N:36]([CH3:38])[CH3:37])=[CH:33][CH:32]=2)=[CH:20][C:5]([C:6]([NH:8][C:9]2[CH:14]=[CH:13][C:12]([O:15][C:16]([Cl:19])([F:18])[F:17])=[CH:11][CH:10]=2)=[O:7])=[CH:4][N:3]=1. (7) Given the reactants [F:1][C:2]1[CH:7]=[CH:6][C:5]([C:8]2[C:12]3=[N:13][C:14]([C:17]#[N:18])=[CH:15][CH:16]=[C:11]3[NH:10][C:9]=2I)=[CH:4][CH:3]=1.[N:20]1[CH:25]=[C:24](B(O)O)[CH:23]=[N:22][CH:21]=1.C([O-])([O-])=O.[K+].[K+].C(Cl)Cl, predict the reaction product. The product is: [F:1][C:2]1[CH:7]=[CH:6][C:5]([C:8]2[C:12]3=[N:13][C:14]([C:17]#[N:18])=[CH:15][CH:16]=[C:11]3[NH:10][C:9]=2[C:24]2[CH:25]=[N:20][CH:21]=[N:22][CH:23]=2)=[CH:4][CH:3]=1.